From a dataset of Full USPTO retrosynthesis dataset with 1.9M reactions from patents (1976-2016). Predict the reactants needed to synthesize the given product. (1) Given the product [ClH:31].[NH2:7][C:8]1[N:9]=[C:10]([CH:13]2[CH2:18][CH2:17][N:16]([C:19](=[O:29])[CH2:20][C:21]3[CH:26]=[C:25]([CH3:27])[CH:24]=[CH:23][C:22]=3[CH3:28])[CH2:15][CH2:14]2)[S:11][CH:12]=1, predict the reactants needed to synthesize it. The reactants are: C(OC(=O)[NH:7][C:8]1[N:9]=[C:10]([CH:13]2[CH2:18][CH2:17][N:16]([C:19](=[O:29])[CH2:20][C:21]3[CH:26]=[C:25]([CH3:27])[CH:24]=[CH:23][C:22]=3[CH3:28])[CH2:15][CH2:14]2)[S:11][CH:12]=1)(C)(C)C.[ClH:31]. (2) Given the product [CH3:8][CH:7]([CH3:9])[CH2:6][CH2:5][C:13]([C:15]1[CH:19]=[CH:18][S:17][CH:16]=1)=[O:14], predict the reactants needed to synthesize it. The reactants are: [Mg].II.Br[CH2:5][CH2:6][CH:7]([CH3:9])[CH3:8].CON(C)[C:13]([C:15]1[CH:19]=[CH:18][S:17][CH:16]=1)=[O:14]. (3) Given the product [Br:1][C:2]1[CH:3]=[C:4]([CH:8]=[CH:9][C:10]=1[CH3:11])[C:5]([NH:17][C:16]1[CH:18]=[CH:19][CH:20]=[C:14]([C:13]([F:12])([F:21])[F:22])[CH:15]=1)=[O:7], predict the reactants needed to synthesize it. The reactants are: [Br:1][C:2]1[CH:3]=[C:4]([CH:8]=[CH:9][C:10]=1[CH3:11])[C:5]([OH:7])=O.[F:12][C:13]([F:22])([F:21])[C:14]1[CH:15]=[C:16]([CH:18]=[CH:19][CH:20]=1)[NH2:17]. (4) Given the product [NH2:1][C:2]1[S:3][C:4]2[C:9]([NH:10][C@H:11]([CH2:14][CH:15]([CH3:16])[CH3:17])[CH2:12][OH:13])=[N:8][C:7]([S:18][C@H:21]([C:23]3[C:28]([F:29])=[CH:27][CH:26]=[CH:25][N:24]=3)[CH3:22])=[N:6][C:5]=2[N:19]=1, predict the reactants needed to synthesize it. The reactants are: [NH2:1][C:2]1[S:3][C:4]2[C:9]([NH:10][C@H:11]([CH2:14][CH:15]([CH3:17])[CH3:16])[CH2:12][OH:13])=[N:8][C:7]([SH:18])=[N:6][C:5]=2[N:19]=1.Cl[C@@H:21]([C:23]1[C:28]([F:29])=[CH:27][CH:26]=[CH:25][N:24]=1)[CH3:22]. (5) Given the product [F:1][C:2]1[C:7]([I:9])=[CH:6][C:5]([CH3:8])=[CH:4][N:3]=1, predict the reactants needed to synthesize it. The reactants are: [F:1][C:2]1[CH:7]=[CH:6][C:5]([CH3:8])=[CH:4][N:3]=1.[I:9]I. (6) Given the product [C:26]([O:30][C:31]([N:33]1[CH2:38][CH2:37][N:36]([C:39]2[CH:40]=[CH:41][C:42]([NH:45][C:13]3[N:14]=[CH:15][C:10]4[CH:9]=[C:8]([CH2:19][C:20]5[S:21][CH:22]=[CH:23][N:24]=5)[C:7](=[O:25])[N:6]([CH:1]5[CH2:5][CH2:4][CH2:3][CH2:2]5)[C:11]=4[N:12]=3)=[CH:43][CH:44]=2)[CH2:35][CH2:34]1)=[O:32])([CH3:29])([CH3:27])[CH3:28], predict the reactants needed to synthesize it. The reactants are: [CH:1]1([N:6]2[C:11]3[N:12]=[C:13](S(C)=O)[N:14]=[CH:15][C:10]=3[CH:9]=[C:8]([CH2:19][C:20]3[S:21][CH:22]=[CH:23][N:24]=3)[C:7]2=[O:25])[CH2:5][CH2:4][CH2:3][CH2:2]1.[C:26]([O:30][C:31]([N:33]1[CH2:38][CH2:37][N:36]([C:39]2[CH:44]=[CH:43][C:42]([NH2:45])=[CH:41][CH:40]=2)[CH2:35][CH2:34]1)=[O:32])([CH3:29])([CH3:28])[CH3:27]. (7) Given the product [CH3:39][C:40]1[CH:45]=[CH:44][N:43]=[C:42]([C:46]2[CH:47]=[N:48][C:49]([N:52]3[C:60]4[C:55](=[CH:56][CH:57]=[C:58]([C:61]([N:15]5[CH2:14][CH2:13][CH2:12][CH2:10]5)=[O:62])[CH:59]=4)[C:54]([S:64][CH3:65])=[CH:53]3)=[N:50][CH:51]=2)[CH:41]=1, predict the reactants needed to synthesize it. The reactants are: CN(C(ON1N=NC2[CH:12]=[CH:13][CH:14]=[N:15][C:10]1=2)=[N+](C)C)C.F[P-](F)(F)(F)(F)F.C(N(C(C)C)CC)(C)C.N1CCCC1.[CH3:39][C:40]1[CH:45]=[CH:44][N:43]=[C:42]([C:46]2[CH:47]=[N:48][C:49]([N:52]3[C:60]4[C:55](=[CH:56][CH:57]=[C:58]([C:61](O)=[O:62])[CH:59]=4)[C:54]([S:64][CH3:65])=[CH:53]3)=[N:50][CH:51]=2)[CH:41]=1.